This data is from Catalyst prediction with 721,799 reactions and 888 catalyst types from USPTO. The task is: Predict which catalyst facilitates the given reaction. Reactant: C(O[C:9](=O)[N:10]([CH:12]([C:14](=[O:46])[NH:15][CH:16]([C:21]([N:23]1[CH2:27][CH2:26][CH:25]2[N:28]([CH:40]3[CH2:45][CH2:44][O:43][CH2:42][CH2:41]3)[CH2:29][CH:30]([O:31][C:32]3[CH:37]=[CH:36][C:35]([F:38])=[C:34]([F:39])[CH:33]=3)[CH:24]12)=[O:22])[C:17]([CH3:20])([CH3:19])[CH3:18])[CH3:13])C)C1C=CC=CC=1. Product: [F:39][C:34]1[CH:33]=[C:32]([CH:37]=[CH:36][C:35]=1[F:38])[O:31][CH:30]1[CH:24]2[N:23]([C:21]([CH:16]([NH:15][C:14](=[O:46])[CH:12]([NH:10][CH3:9])[CH3:13])[C:17]([CH3:19])([CH3:18])[CH3:20])=[O:22])[CH2:27][CH2:26][CH:25]2[N:28]([CH:40]2[CH2:41][CH2:42][O:43][CH2:44][CH2:45]2)[CH2:29]1. The catalyst class is: 5.